Dataset: NCI-60 drug combinations with 297,098 pairs across 59 cell lines. Task: Regression. Given two drug SMILES strings and cell line genomic features, predict the synergy score measuring deviation from expected non-interaction effect. (1) Drug 1: CN(C)N=NC1=C(NC=N1)C(=O)N. Drug 2: C1CN(CCN1C(=O)CCBr)C(=O)CCBr. Cell line: UACC62. Synergy scores: CSS=4.10, Synergy_ZIP=-6.72, Synergy_Bliss=-11.1, Synergy_Loewe=-16.2, Synergy_HSA=-9.70. (2) Drug 1: CNC(=O)C1=CC=CC=C1SC2=CC3=C(C=C2)C(=NN3)C=CC4=CC=CC=N4. Drug 2: CC(CN1CC(=O)NC(=O)C1)N2CC(=O)NC(=O)C2. Cell line: MDA-MB-231. Synergy scores: CSS=14.2, Synergy_ZIP=1.84, Synergy_Bliss=4.24, Synergy_Loewe=1.32, Synergy_HSA=1.05. (3) Drug 1: CCCCC(=O)OCC(=O)C1(CC(C2=C(C1)C(=C3C(=C2O)C(=O)C4=C(C3=O)C=CC=C4OC)O)OC5CC(C(C(O5)C)O)NC(=O)C(F)(F)F)O. Drug 2: C(CCl)NC(=O)N(CCCl)N=O. Cell line: SK-OV-3. Synergy scores: CSS=33.8, Synergy_ZIP=-7.22, Synergy_Bliss=-3.91, Synergy_Loewe=-31.5, Synergy_HSA=-4.48.